This data is from Forward reaction prediction with 1.9M reactions from USPTO patents (1976-2016). The task is: Predict the product of the given reaction. (1) Given the reactants [F:1][C:2]1[C:7]([F:8])=[CH:6][CH:5]=[CH:4][C:3]=1[C:9]1[N:14]=[C:13]([N:15]2[CH2:20][CH2:19][N:18](C(OC(C)(C)C)=O)[CH2:17][CH2:16]2)[CH:12]=[CH:11][CH:10]=1, predict the reaction product. The product is: [F:1][C:2]1[C:7]([F:8])=[CH:6][CH:5]=[CH:4][C:3]=1[C:9]1[N:14]=[C:13]([N:15]2[CH2:16][CH2:17][NH:18][CH2:19][CH2:20]2)[CH:12]=[CH:11][CH:10]=1. (2) Given the reactants [CH3:1][N:2]([CH2:4][CH:5]1[CH2:14][CH2:13][C:12]2[CH:11]=[C:10]([NH:15][C:16]([C:18]3[CH:23]=[CH:22][C:21]([C:24]4[CH:29]=[CH:28][C:27]([CH:30]=[O:31])=[CH:26][CH:25]=4)=[CH:20][CH:19]=3)=[O:17])[CH:9]=[CH:8][C:7]=2[CH2:6]1)[CH3:3].[BH4-].[Na+].C(OCC)(=O)C, predict the reaction product. The product is: [CH3:3][N:2]([CH2:4][CH:5]1[CH2:14][CH2:13][C:12]2[CH:11]=[C:10]([NH:15][C:16]([C:18]3[CH:23]=[CH:22][C:21]([C:24]4[CH:25]=[CH:26][C:27]([CH2:30][OH:31])=[CH:28][CH:29]=4)=[CH:20][CH:19]=3)=[O:17])[CH:9]=[CH:8][C:7]=2[CH2:6]1)[CH3:1]. (3) Given the reactants [CH:1]1[C:10]2[C:5](=[CH:6][CH:7]=[CH:8][CH:9]=2)[CH:4]=[CH:3][C:2]=1[C:11]1[C:23]2[C:22]3[C:17](=[CH:18][CH:19]=[CH:20][CH:21]=3)[CH2:16][C:15]=2[C:14]([C:24]#[N:25])=[C:13]([N:26]2[CH2:31][CH2:30][CH2:29][CH2:28][CH2:27]2)[CH:12]=1.[H-].[Na+].C1C[O:37]CC1, predict the reaction product. The product is: [CH:1]1[C:10]2[C:5](=[CH:6][CH:7]=[CH:8][CH:9]=2)[CH:4]=[CH:3][C:2]=1[C:11]1[C:23]2[C:22]3[C:17](=[CH:18][CH:19]=[CH:20][CH:21]=3)[C:16](=[O:37])[C:15]=2[C:14]([C:24]#[N:25])=[C:13]([N:26]2[CH2:31][CH2:30][CH2:29][CH2:28][CH2:27]2)[CH:12]=1. (4) Given the reactants [Si:1]([O:8][CH2:9][C@@H:10]([NH:12][C:13]1[C:18]([CH3:19])=[C:17]([CH3:20])[N:16]=[C:15]([Cl:21])[C:14]=1[N+:22]([O-])=O)[CH3:11])([C:4]([CH3:7])([CH3:6])[CH3:5])([CH3:3])[CH3:2], predict the reaction product. The product is: [Si:1]([O:8][CH2:9][C@@H:10]([NH:12][C:13]1[C:18]([CH3:19])=[C:17]([CH3:20])[N:16]=[C:15]([Cl:21])[C:14]=1[NH2:22])[CH3:11])([C:4]([CH3:7])([CH3:6])[CH3:5])([CH3:3])[CH3:2]. (5) Given the reactants I[C:2]1[C:10]2[C:5](=[CH:6][C:7]([CH:11]=[O:12])=[CH:8][CH:9]=2)[N:4]([CH2:13][O:14][CH2:15][CH2:16][Si:17]([CH3:20])([CH3:19])[CH3:18])[N:3]=1.CC1(C)C(C)(C)OB([C:29]2[CH:30]=[CH:31][C:32]([N:35]3[CH2:40][CH2:39][O:38][CH2:37][CH2:36]3)=[N:33][CH:34]=2)O1.C([O-])([O-])=O.[Na+].[Na+], predict the reaction product. The product is: [O:38]1[CH2:39][CH2:40][N:35]([C:32]2[N:33]=[CH:34][C:29]([C:2]3[C:10]4[C:5](=[CH:6][C:7]([CH:11]=[O:12])=[CH:8][CH:9]=4)[N:4]([CH2:13][O:14][CH2:15][CH2:16][Si:17]([CH3:20])([CH3:19])[CH3:18])[N:3]=3)=[CH:30][CH:31]=2)[CH2:36][CH2:37]1. (6) Given the reactants NC1N=C(C2SC3C=CC(OC4C=C(O)C=CC=4)=CC=3C=2C)C=CN=1.C[O:27][C:28]1[CH:29]=[C:30]([CH:49]=[CH:50][CH:51]=1)[CH2:31][C:32]1[CH:33]=[CH:34][C:35]2[O:39][C:38]([C:40]3[CH:45]=[CH:44][N:43]=[C:42]([NH2:46])[N:41]=3)=[C:37]([CH3:47])[C:36]=2[CH:48]=1.COC1C=C(C=CC=1)OC1C=CC2SC(C3C=CN=C(N)N=3)=C(C)C=2C=1, predict the reaction product. The product is: [NH2:46][C:42]1[N:41]=[C:40]([C:38]2[O:39][C:35]3[CH:34]=[CH:33][C:32]([CH2:31][C:30]4[CH:29]=[C:28]([OH:27])[CH:51]=[CH:50][CH:49]=4)=[CH:48][C:36]=3[C:37]=2[CH3:47])[CH:45]=[CH:44][N:43]=1. (7) The product is: [Br:12][C:13]1[CH:14]=[CH:15][C:16]([CH:17]=[CH:45][C:44]2[CH:47]=[CH:48][C:41]([S:40][CH3:39])=[CH:42][CH:43]=2)=[CH:37][CH:38]=1. Given the reactants C[Si]([N-][Si](C)(C)C)(C)C.[K+].[Br-].[Br:12][C:13]1[CH:38]=[CH:37][C:16]([CH2:17][P+](C2C=CC=CC=2)(C2C=CC=CC=2)C2C=CC=CC=2)=[CH:15][CH:14]=1.[CH3:39][S:40][C:41]1[CH:48]=[CH:47][C:44]([CH:45]=O)=[CH:43][CH:42]=1, predict the reaction product. (8) Given the reactants [CH3:1][C:2]1[CH:6]=[C:5]([CH3:7])[NH:4][C:3]=1[C:8]([O:10][CH2:11][CH3:12])=[O:9].[Br:13]Br, predict the reaction product. The product is: [Br:13][C:6]1[C:2]([CH3:1])=[C:3]([C:8]([O:10][CH2:11][CH3:12])=[O:9])[NH:4][C:5]=1[CH3:7]. (9) Given the reactants [CH:1]1[C:6]([C@H:7]2[N:11]([C:12]3[CH:13]=[CH:14][C:15]([F:18])=[CH:16][CH:17]=3)[C:9](=[O:10])[C@@H:8]2[CH2:19][CH2:20][C@H:21]([OH:29])[C:22]2[CH:23]=[CH:24][C:25]([F:28])=[CH:26][CH:27]=2)=[CH:5][CH:4]=[C:3]([OH:30])[CH:2]=1.[C:31]([OH:35])([CH3:34])([CH3:33])[CH3:32], predict the reaction product. The product is: [CH:5]1[C:6]([C@H:7]2[N:11]([C:12]3[CH:13]=[CH:14][C:15]([F:18])=[CH:16][CH:17]=3)[C:9](=[O:10])[C@@H:8]2[CH2:19][CH2:20][C@H:21]([OH:29])[C:22]2[CH:23]=[CH:24][C:25]([F:28])=[CH:26][CH:27]=2)=[CH:1][CH:2]=[C:3]([OH:30])[CH:4]=1.[C:31]([OH:35])([CH3:34])([CH3:33])[CH3:32]. (10) The product is: [OH:5][CH2:6][C:7]1[C:11]([C:12]([O:14][CH2:22][C:23]2[CH:28]=[CH:27][CH:26]=[CH:25][CH:24]=2)=[O:13])=[C:10]([CH3:15])[NH:9][N:8]=1. Given the reactants C([O:5][CH2:6][C:7]1[C:11]([C:12]([OH:14])=[O:13])=[C:10]([CH3:15])[NH:9][N:8]=1)(C)(C)C.C([O-])([O-])=O.[Cs+].[Cs+].[CH2:22](Br)[C:23]1[CH:28]=[CH:27][CH:26]=[CH:25][CH:24]=1.C(O)(C(F)(F)F)=O, predict the reaction product.